This data is from Peptide-MHC class I binding affinity with 185,985 pairs from IEDB/IMGT. The task is: Regression. Given a peptide amino acid sequence and an MHC pseudo amino acid sequence, predict their binding affinity value. This is MHC class I binding data. The peptide sequence is FSMQGAWAKV. The MHC is HLA-A02:06 with pseudo-sequence HLA-A02:06. The binding affinity (normalized) is 0.451.